This data is from Aqueous solubility values for 9,982 compounds from the AqSolDB database. The task is: Regression/Classification. Given a drug SMILES string, predict its absorption, distribution, metabolism, or excretion properties. Task type varies by dataset: regression for continuous measurements (e.g., permeability, clearance, half-life) or binary classification for categorical outcomes (e.g., BBB penetration, CYP inhibition). For this dataset (solubility_aqsoldb), we predict Y. (1) The drug is CCCCN(CC)c1nc(N)nc(N=[N+]=[N-])n1. The Y is -3.52 log mol/L. (2) The compound is Fc1ccc2c(c1)CC[C@@H]([C@@H]1CO1)O2.Fc1ccc2c(c1)CC[C@@H]([C@H]1CO1)O2.Fc1ccc2c(c1)CC[C@H]([C@@H]1CO1)O2.Fc1ccc2c(c1)CC[C@H]([C@H]1CO1)O2. The Y is -3.05 log mol/L.